This data is from Full USPTO retrosynthesis dataset with 1.9M reactions from patents (1976-2016). The task is: Predict the reactants needed to synthesize the given product. (1) Given the product [O:24]=[S:16]1(=[O:25])[C:17]2[CH:23]=[CH:22][CH:21]=[CH:20][C:18]=2[CH2:19][N:13]([C:4]2[CH:3]=[C:2]([NH:33][CH2:32][CH:30]([OH:31])[CH2:29][OH:28])[C:11]3[C:6](=[CH:7][CH:8]=[C:9]([CH3:12])[CH:10]=3)[N:5]=2)[CH2:14][CH2:15]1, predict the reactants needed to synthesize it. The reactants are: Cl[C:2]1[C:11]2[C:6](=[CH:7][CH:8]=[C:9]([CH3:12])[CH:10]=2)[N:5]=[C:4]([N:13]2[CH2:19][C:18]3[CH:20]=[CH:21][CH:22]=[CH:23][C:17]=3[S:16](=[O:25])(=[O:24])[CH2:15][CH2:14]2)[CH:3]=1.CC1(C)[O:31][CH:30]([CH2:32][NH2:33])[CH2:29][O:28]1.Cl. (2) The reactants are: [F:1][C:2]([F:25])([F:24])[C:3]1[CH:23]=[CH:22][C:6]([CH2:7][O:8][N:9]=[C:10]([C:12]2[CH:21]=[CH:20][C:15]([O:16][CH2:17][C:18]#[N:19])=[CH:14][CH:13]=2)[CH3:11])=[CH:5][CH:4]=1.[N-:26]=[N+:27]=[N-:28].[Na+].[Cl-].[NH4+].O. Given the product [F:1][C:2]([F:24])([F:25])[C:3]1[CH:4]=[CH:5][C:6]([CH2:7][O:8][N:9]=[C:10]([C:12]2[CH:21]=[CH:20][C:15]([O:16][CH2:17][C:18]3[NH:28][N:27]=[N:26][N:19]=3)=[CH:14][CH:13]=2)[CH3:11])=[CH:22][CH:23]=1, predict the reactants needed to synthesize it.